Task: Predict the reactants needed to synthesize the given product.. Dataset: Full USPTO retrosynthesis dataset with 1.9M reactions from patents (1976-2016) (1) Given the product [Cl:1][C:2]1[CH:7]=[CH:6][CH:5]=[C:4]([F:8])[C:3]=1[C:9](=[O:32])[CH2:10][C:11]1[CH:16]=[C:15]([C:17]2[N:21]([CH3:22])[N:20]=[C:19]([C:23]3[CH:28]=[CH:27][CH:26]=[CH:25][N:24]=3)[N:18]=2)[CH:14]=[CH:13][C:12]=1[N+:29]([O-:31])=[O:30], predict the reactants needed to synthesize it. The reactants are: [Cl:1][C:2]1[CH:7]=[CH:6][CH:5]=[C:4]([F:8])[C:3]=1[CH:9]([OH:32])[CH2:10][C:11]1[CH:16]=[C:15]([C:17]2[N:21]([CH3:22])[N:20]=[C:19]([C:23]3[CH:28]=[CH:27][CH:26]=[CH:25][N:24]=3)[N:18]=2)[CH:14]=[CH:13][C:12]=1[N+:29]([O-:31])=[O:30].CC(OI1(OC(C)=O)(OC(C)=O)OC(=O)C2C=CC=CC1=2)=O. (2) The reactants are: C1(C(C2C=CC=CC=2)[N:8]2[CH2:11][C:10]([N:13]3[CH2:18][CH2:17][O:16][CH2:15][CH2:14]3)([CH3:12])[CH2:9]2)C=CC=CC=1.[ClH:25]. Given the product [ClH:25].[ClH:25].[CH3:12][C:10]1([N:13]2[CH2:18][CH2:17][O:16][CH2:15][CH2:14]2)[CH2:9][NH:8][CH2:11]1, predict the reactants needed to synthesize it.